The task is: Predict the reaction yield, written as a fraction of the theoretical maximum amount of product (1.0 means a 100% yield; for example, 0.34 means a 34% yield).. This data is from Reaction yield outcomes from USPTO patents with 853,638 reactions. (1) The reactants are C1(O[C:8](=[O:29])[NH:9][C:10]2[S:14][N:13]=[C:12]([O:15][CH2:16][C:17]3[C:22]([F:23])=[CH:21][C:20]([CH3:24])=[CH:19][C:18]=3[F:25])[C:11]=2[C:26](=[O:28])[NH2:27])C=CC=CC=1.[NH2:30][CH2:31][CH2:32][CH2:33][N:34]1[CH2:39][CH2:38][N:37]([CH3:40])[CH2:36][CH2:35]1. The catalyst is C1COCC1. The product is [F:23][C:22]1[CH:21]=[C:20]([CH3:24])[CH:19]=[C:18]([F:25])[C:17]=1[CH2:16][O:15][C:12]1[C:11]([C:26]([NH2:27])=[O:28])=[C:10]([NH:9][C:8]([NH:30][CH2:31][CH2:32][CH2:33][N:34]2[CH2:35][CH2:36][N:37]([CH3:40])[CH2:38][CH2:39]2)=[O:29])[S:14][N:13]=1. The yield is 0.840. (2) The reactants are [F:1][CH2:2][C:3]1[N:8]=[C:7]([C:9]#[C:10][CH2:11][CH2:12][NH2:13])[CH:6]=[CH:5][CH:4]=1.[Cl:14][C:15]1[CH:20]=[CH:19][CH:18]=[CH:17][C:16]=1[S:21](Cl)(=[O:23])=[O:22]. No catalyst specified. The product is [Cl:14][C:15]1[CH:20]=[CH:19][CH:18]=[CH:17][C:16]=1[S:21]([NH:13][CH2:12][CH2:11][C:10]#[C:9][C:7]1[CH:6]=[CH:5][CH:4]=[C:3]([CH2:2][F:1])[N:8]=1)(=[O:23])=[O:22]. The yield is 0.190. (3) The reactants are [CH3:1][N:2]1[CH:7]=[C:6](B2OC(C)(C)C(C)(C)O2)[C:5]2[O:17][C:18]([CH2:20][N:21]3[CH2:26][CH2:25][N:24]([S:27]([CH3:30])(=[O:29])=[O:28])[CH2:23][C@H:22]3[CH3:31])=[CH:19][C:4]=2[C:3]1=[O:32].Br[C:34]1[CH:39]=[CH:38][N:37]=[CH:36][C:35]=1[O:40][CH2:41][CH:42]1[CH2:44][C:43]1([F:46])[F:45].C(=O)([O-])[O-].[Na+].[Na+]. The catalyst is O.C(OCC)(=O)C.C1C=CC([P]([Pd]([P](C2C=CC=CC=2)(C2C=CC=CC=2)C2C=CC=CC=2)([P](C2C=CC=CC=2)(C2C=CC=CC=2)C2C=CC=CC=2)[P](C2C=CC=CC=2)(C2C=CC=CC=2)C2C=CC=CC=2)(C2C=CC=CC=2)C2C=CC=CC=2)=CC=1. The product is [F:46][C:43]1([F:45])[CH2:44][CH:42]1[CH2:41][O:40][C:35]1[CH:36]=[N:37][CH:38]=[CH:39][C:34]=1[C:6]1[C:5]2[O:17][C:18]([CH2:20][N:21]3[CH2:26][CH2:25][N:24]([S:27]([CH3:30])(=[O:29])=[O:28])[CH2:23][C@H:22]3[CH3:31])=[CH:19][C:4]=2[C:3](=[O:32])[N:2]([CH3:1])[CH:7]=1. The yield is 0.201. (4) The reactants are C([O:8][C:9]1[CH:14]=[CH:13][C:12]([C:15]2[CH:20]=[CH:19][CH:18]=[C:17]([N:21]3[C:25]([CH3:26])=[CH:24][CH:23]=[C:22]3[CH3:27])[N:16]=2)=[C:11]([O:28][CH3:29])[CH:10]=1)C1C=CC=CC=1.C([O-])=O.[NH4+]. The catalyst is CO. The product is [CH3:27][C:22]1[N:21]([C:17]2[N:16]=[C:15]([C:12]3[CH:13]=[CH:14][C:9]([OH:8])=[CH:10][C:11]=3[O:28][CH3:29])[CH:20]=[CH:19][CH:18]=2)[C:25]([CH3:26])=[CH:24][CH:23]=1. The yield is 0.850. (5) The reactants are [F:1][C:2]1[CH:7]=[C:6](I)[CH:5]=[C:4]([F:9])[C:3]=1[C@@H:10]1[C:15]2[NH:16][C:17]3[C:22]([C:14]=2[CH2:13][C@@H:12]([CH3:23])[N:11]1[CH2:24][C:25]([F:29])([F:28])[CH2:26][OH:27])=[CH:21][CH:20]=[CH:19][CH:18]=3.[F:30][CH2:31][CH:32]1[CH2:35][N:34]([CH2:36][CH2:37][OH:38])[CH2:33]1.C([O-])([O-])=O.[K+].[K+]. The catalyst is C(C#N)CC.O.[Cu]I. The product is [F:1][C:2]1[CH:7]=[C:6]([O:38][CH2:37][CH2:36][N:34]2[CH2:35][CH:32]([CH2:31][F:30])[CH2:33]2)[CH:5]=[C:4]([F:9])[C:3]=1[C@@H:10]1[C:15]2[NH:16][C:17]3[C:22]([C:14]=2[CH2:13][C@@H:12]([CH3:23])[N:11]1[CH2:24][C:25]([F:29])([F:28])[CH2:26][OH:27])=[CH:21][CH:20]=[CH:19][CH:18]=3. The yield is 0.110. (6) The reactants are [H-].[Na+].[Cl:3][C:4]1[CH:20]=[CH:19][C:7]([NH:8][S:9]([C:12]2[CH:17]=[CH:16][C:15]([CH3:18])=[CH:14][CH:13]=2)(=[O:11])=[O:10])=[C:6]([N+:21]([O-:23])=[O:22])[CH:5]=1.[CH2:24](Br)[CH:25]=[CH2:26].O. The catalyst is CN(C=O)C. The product is [CH2:26]([N:8]([S:9]([C:12]1[CH:13]=[CH:14][C:15]([CH3:18])=[CH:16][CH:17]=1)(=[O:11])=[O:10])[C:7]1[CH:19]=[CH:20][C:4]([Cl:3])=[CH:5][C:6]=1[N+:21]([O-:23])=[O:22])[CH:25]=[CH2:24]. The yield is 0.620. (7) The reactants are [CH3:1][O:2][C:3]1[CH:17]=[CH:16][C:6]([CH2:7][NH:8][C:9]2[CH:14]=[C:13](Cl)[N:12]=[CH:11][N:10]=2)=[CH:5][CH:4]=1.[F:18][C:19]1[CH:24]=[C:23]([N+:25]([O-:27])=[O:26])[CH:22]=[CH:21][C:20]=1[OH:28].CCN(C(C)C)C(C)C.COCCOCCOC. The catalyst is CCOC(C)=O. The product is [CH3:1][O:2][C:3]1[CH:17]=[CH:16][C:6]([CH2:7][NH:8][C:9]2[CH:14]=[C:13]([O:28][C:20]3[CH:21]=[CH:22][C:23]([N+:25]([O-:27])=[O:26])=[CH:24][C:19]=3[F:18])[N:12]=[CH:11][N:10]=2)=[CH:5][CH:4]=1. The yield is 0.760. (8) The reactants are [ClH:1].C(OC(=O)[NH:8][CH2:9][C:10]1[CH:15]=[C:14]([Br:16])[CH:13]=[CH:12][C:11]=1[S:17]([CH2:20][CH3:21])(=[O:19])=[O:18])(C)(C)C. The catalyst is C(OCC)(=O)C. The product is [ClH:1].[Br:16][C:14]1[CH:13]=[CH:12][C:11]([S:17]([CH2:20][CH3:21])(=[O:19])=[O:18])=[C:10]([CH:15]=1)[CH2:9][NH2:8]. The yield is 0.870. (9) The catalyst is ClCCl. The reactants are C(O[C:6](=O)[N:7](C)[C@@H:8]1[CH2:12][CH2:11][C@H:10]([C:13]2[O:14][C:15]([CH2:18][CH2:19][CH3:20])=[N:16][N:17]=2)[CH2:9]1)(C)(C)C.[F:23][C:24]([F:29])([F:28])[C:25]([OH:27])=[O:26]. The product is [F:23][C:24]([F:29])([F:28])[C:25]([OH:27])=[O:26].[CH3:6][NH:7][C@@H:8]1[CH2:12][CH2:11][C@H:10]([C:13]2[O:14][C:15]([CH2:18][CH2:19][CH3:20])=[N:16][N:17]=2)[CH2:9]1. The yield is 0.969.